From a dataset of HIV replication inhibition screening data with 41,000+ compounds from the AIDS Antiviral Screen. Binary Classification. Given a drug SMILES string, predict its activity (active/inactive) in a high-throughput screening assay against a specified biological target. (1) The compound is CC12CCC(=O)CC1CCC(O)C2Br. The result is 0 (inactive). (2) The compound is O=C(NC(=Cc1ccccc1)c1nc2ccccc2c(=O)o1)c1ccccc1. The result is 0 (inactive). (3) The molecule is O=C(CCCn1ccnc1[N+](=O)[O-])NCCn1ccnc1. The result is 0 (inactive). (4) The drug is N=C1NC(=O)C(CSCc2ccccc2)N1C(=O)OCc1ccccc1. The result is 0 (inactive). (5) The compound is COc1c(O)cc2oc(-c3ccc(O)cc3)cc(=O)c2c1O. The result is 0 (inactive). (6) The drug is O=[N+]([O-])c1ccc(Cl)c(C=NC23CC4CC(CC(C4)C2)C3)c1. The result is 0 (inactive). (7) The compound is CC12CCCCC1CC(=O)C(=CO)C2. The result is 0 (inactive). (8) The molecule is Cc1cc(O)nc(NNC(C#N)c2cccc(O)c2)n1. The result is 0 (inactive). (9) The drug is CCN(CC)c1ccc(C(=O)c2ccccc2C(=O)O)c(O)c1. The result is 0 (inactive).